From a dataset of Full USPTO retrosynthesis dataset with 1.9M reactions from patents (1976-2016). Predict the reactants needed to synthesize the given product. (1) The reactants are: [N:1]([O-])=O.[Na+].[NH2:5][C:6]1[CH:7]=[CH:8][C:9]([O:12][CH3:13])=[N:10][CH:11]=1.[CH3:14][O:15][C:16](=[O:39])[CH:17]([NH:22][C:23]([C:25]1[CH:30]=[CH:29][C:28]([O:31][CH2:32][C:33]2[CH:38]=[CH:37][CH:36]=[CH:35][CH:34]=2)=[CH:27][N:26]=1)=O)C(OC)=O.C(=O)([O-])[O-].[K+].[K+]. Given the product [CH3:14][O:15][C:16]([C:17]1[N:22]=[C:23]([C:25]2[CH:30]=[CH:29][C:28]([O:31][CH2:32][C:33]3[CH:38]=[CH:37][CH:36]=[CH:35][CH:34]=3)=[CH:27][N:26]=2)[N:5]([C:6]2[CH:11]=[N:10][C:9]([O:12][CH3:13])=[CH:8][CH:7]=2)[N:1]=1)=[O:39], predict the reactants needed to synthesize it. (2) Given the product [Br:22][C:5]1[C:6](=[O:18])[N:7]([C:8]2[CH:13]=[CH:12][CH:11]=[C:10]([C:14]([F:17])([F:16])[F:15])[CH:9]=2)[C:2]([CH3:1])=[CH:3][N:4]=1, predict the reactants needed to synthesize it. The reactants are: [CH3:1][C:2]1[N:7]([C:8]2[CH:13]=[CH:12][CH:11]=[C:10]([C:14]([F:17])([F:16])[F:15])[CH:9]=2)[C:6](=[O:18])[C:5](=O)[NH:4][CH:3]=1.P(Br)(Br)([Br:22])=O.P(Br)(Br)(Br)=O.C(#N)C.C(=O)(O)[O-].[Na+]. (3) Given the product [F:1][C:2]1[CH:3]=[CH:4][C:5]([NH:8][C:9]2[N:17]=[C:16]3[C:12]([N:13]=[C:14]([C:19]4[CH:24]=[CH:23][N:22]=[C:21]([CH2:25][OH:26])[CH:20]=4)[N:15]3[CH3:18])=[CH:11][N:10]=2)=[CH:6][CH:7]=1, predict the reactants needed to synthesize it. The reactants are: [F:1][C:2]1[CH:7]=[CH:6][C:5]([NH:8][C:9]2[N:17]=[C:16]3[C:12]([N:13]=[C:14]([C:19]4[CH:24]=[CH:23][N:22]=[C:21]([C:25](OCC)=[O:26])[CH:20]=4)[N:15]3[CH3:18])=[CH:11][N:10]=2)=[CH:4][CH:3]=1.[BH4-].[Na+]. (4) The reactants are: [F:1][C:2]1[CH:7]=[CH:6][C:5]([N:8]2[C:11](=[O:12])[C@H:10]([S:13][CH2:14][C:15](=[O:22])[C:16]3[CH:21]=[CH:20][CH:19]=[CH:18][CH:17]=3)[C@H:9]2[C:23]2[CH:33]=[CH:32][C:26]([O:27][CH2:28][C:29](O)=[O:30])=[CH:25][CH:24]=2)=[CH:4][CH:3]=1.Cl.[NH2:35][CH2:36][C:37]([NH:39][C@@H:40]([C:44]([O:46]C(C)(C)C)=[O:45])[CH:41]([CH3:43])[CH3:42])=[O:38].CN1CCOCC1.CN(C(ON1N=NC2C=CC=CC1=2)=[N+](C)C)C.[B-](F)(F)(F)F.[BH4-].[Na+].C([O-])(=O)C.[NH4+]. Given the product [F:1][C:2]1[CH:7]=[CH:6][C:5]([N:8]2[C:11](=[O:12])[C@H:10]([S:13][CH2:14][CH:15]([OH:22])[C:16]3[CH:21]=[CH:20][CH:19]=[CH:18][CH:17]=3)[C@H:9]2[C:23]2[CH:24]=[CH:25][C:26]([O:27][CH2:28][C:29]([NH:35][CH2:36][C:37]([NH:39][C@@H:40]([C:44]([OH:46])=[O:45])[CH:41]([CH3:42])[CH3:43])=[O:38])=[O:30])=[CH:32][CH:33]=2)=[CH:4][CH:3]=1, predict the reactants needed to synthesize it.